This data is from Forward reaction prediction with 1.9M reactions from USPTO patents (1976-2016). The task is: Predict the product of the given reaction. (1) Given the reactants Cl[C:2]1[N:7]=[C:6](Cl)[C:5]([F:9])=[CH:4][N:3]=1.[NH2:10][C:11]1[CH:12]=[C:13]([OH:17])[CH:14]=[CH:15][CH:16]=1.Cl, predict the reaction product. The product is: [OH:17][C:13]1[CH:12]=[C:11]([NH:10][C:2]2[N:7]=[C:6]([NH:10][C:11]3[CH:16]=[CH:15][CH:14]=[C:13]([OH:17])[CH:12]=3)[C:5]([F:9])=[CH:4][N:3]=2)[CH:16]=[CH:15][CH:14]=1. (2) Given the reactants [C:1]([O:5][C:6]([N:8]1[CH2:13][CH2:12][C@H:11]([NH:14]C(OCC2C=CC=CC=2)=O)[C@H:10]([OH:25])[CH2:9]1)=[O:7])([CH3:4])([CH3:3])[CH3:2].[H][H], predict the reaction product. The product is: [C:1]([O:5][C:6]([N:8]1[CH2:13][CH2:12][C@H:11]([NH2:14])[C@H:10]([OH:25])[CH2:9]1)=[O:7])([CH3:4])([CH3:2])[CH3:3]. (3) Given the reactants Br[CH2:2][C:3]1[CH:8]=[CH:7][C:6]([C:9]2[CH:13]=[C:12]([C:14]([NH2:16])=[O:15])[O:11][N:10]=2)=[CH:5][CH:4]=1.[CH3:17][C:18]1[C:19](=[O:24])[NH:20][CH:21]=[CH:22][CH:23]=1.C([O-])([O-])=O.[K+].[K+], predict the reaction product. The product is: [CH3:17][C:18]1[C:19]([O:24][CH2:2][C:3]2[CH:8]=[CH:7][C:6]([C:9]3[CH:13]=[C:12]([C:14]([NH2:16])=[O:15])[O:11][N:10]=3)=[CH:5][CH:4]=2)=[N:20][CH:21]=[CH:22][CH:23]=1. (4) Given the reactants C([O:8][C:9]1[CH:14]=[CH:13][C:12]([C@@H:15]([OH:39])[CH2:16][NH:17][C@H:18]([CH2:37][OH:38])[CH2:19][C:20]2[CH:25]=[CH:24][C:23]([O:26][C:27]3[CH:36]=[CH:35][C:34]4[C:29](=[CH:30][CH:31]=[CH:32][CH:33]=4)[N:28]=3)=[CH:22][CH:21]=2)=[CH:11][C:10]=1[NH:40][S:41]([CH3:44])(=[O:43])=[O:42])C1C=CC=CC=1.[H][H], predict the reaction product. The product is: [OH:8][C:9]1[CH:14]=[CH:13][C:12]([C@@H:15]([OH:39])[CH2:16][NH:17][C@H:18]([CH2:37][OH:38])[CH2:19][C:20]2[CH:21]=[CH:22][C:23]([O:26][C:27]3[CH:36]=[CH:35][C:34]4[C:29](=[CH:30][CH:31]=[CH:32][CH:33]=4)[N:28]=3)=[CH:24][CH:25]=2)=[CH:11][C:10]=1[NH:40][S:41]([CH3:44])(=[O:43])=[O:42]. (5) Given the reactants [CH3:1][N:2]([CH3:47])[CH2:3][C:4]([O:6][CH2:7][CH2:8][O:9][C:10]1[CH:15]=[CH:14][C:13]([C:16]2[C:21]([C:22]#[N:23])=[C:20]([NH:24][C:25](=[O:30])[CH2:26][N:27]([CH3:29])[CH3:28])[N:19]=[C:18]([S:31][CH2:32][C:33]3[N:34]=[C:35]([C:38]4[CH:43]=[CH:42][C:41]([Cl:44])=[CH:40][CH:39]=4)[S:36][CH:37]=3)[C:17]=2[C:45]#[N:46])=[CH:12][CH:11]=1)=[O:5].C(#N)C, predict the reaction product. The product is: [ClH:44].[ClH:44].[CH3:1][N:2]([CH3:47])[CH2:3][C:4]([O:6][CH2:7][CH2:8][O:9][C:10]1[CH:11]=[CH:12][C:13]([C:16]2[C:21]([C:22]#[N:23])=[C:20]([NH:24][C:25](=[O:30])[CH2:26][N:27]([CH3:28])[CH3:29])[N:19]=[C:18]([S:31][CH2:32][C:33]3[N:34]=[C:35]([C:38]4[CH:39]=[CH:40][C:41]([Cl:44])=[CH:42][CH:43]=4)[S:36][CH:37]=3)[C:17]=2[C:45]#[N:46])=[CH:14][CH:15]=1)=[O:5]. (6) Given the reactants [NH2:1][C:2]1[C:7]([S:8]([NH:11][C@H:12]2[CH2:16][CH2:15][N:14]([CH3:17])[CH2:13]2)(=[O:10])=[O:9])=[CH:6][C:5](Br)=[CH:4][N:3]=1.[CH3:19][C:20]1[N:29]=[C:28]([N:30]2[CH2:36][C:35]3[CH:37]=[C:38](B(O)O)[CH:39]=[CH:40][C:34]=3[O:33][CH2:32][CH2:31]2)[C:27]2[CH2:26][C:25]([CH3:45])([CH3:44])[CH2:24][CH2:23][C:22]=2[N:21]=1, predict the reaction product. The product is: [NH2:1][C:2]1[C:7]([S:8]([NH:11][C@@H:12]2[CH2:16][CH2:15][N:14]([CH3:17])[CH2:13]2)(=[O:10])=[O:9])=[CH:6][C:5]([C:38]2[CH:39]=[CH:40][C:34]3[O:33][CH2:32][CH2:31][N:30]([C:28]4[C:27]5[CH2:26][C:25]([CH3:44])([CH3:45])[CH2:24][CH2:23][C:22]=5[N:21]=[C:20]([CH3:19])[N:29]=4)[CH2:36][C:35]=3[CH:37]=2)=[CH:4][N:3]=1. (7) Given the reactants [N+:1]([C:4]1[CH:5]=[C:6]2[C:10](=[CH:11][CH:12]=1)[NH:9][N:8]=[C:7]2[C:13]([OH:15])=O)([O-:3])=[O:2].[NH2:16][C:17]1[CH:22]=[CH:21][C:20]([S:23]([NH2:26])(=[O:25])=[O:24])=[CH:19][CH:18]=1, predict the reaction product. The product is: [S:23]([C:20]1[CH:19]=[CH:18][C:17]([NH:16][C:13]([C:7]2[C:6]3[C:10](=[CH:11][CH:12]=[C:4]([N+:1]([O-:3])=[O:2])[CH:5]=3)[NH:9][N:8]=2)=[O:15])=[CH:22][CH:21]=1)(=[O:24])(=[O:25])[NH2:26].